From a dataset of Reaction yield outcomes from USPTO patents with 853,638 reactions. Predict the reaction yield, written as a fraction of the theoretical maximum amount of product (1.0 means a 100% yield; for example, 0.34 means a 34% yield). (1) The reactants are C(O[C:4](=[N:6][C:7](=O)[C:8]1[CH:13]=[CH:12][CH:11]=[CH:10][CH:9]=1)[CH3:5])C.Cl.[NH:16]([C:18]1[CH:23]=[CH:22][C:21]([S:24]([NH2:27])(=[O:26])=[O:25])=[CH:20][CH:19]=1)[NH2:17].C(N(CC)CC)C.O. The catalyst is ClCCl.CO. The product is [CH3:5][C:4]1[N:6]=[C:7]([C:8]2[CH:13]=[CH:12][CH:11]=[CH:10][CH:9]=2)[N:16]([C:18]2[CH:23]=[CH:22][C:21]([S:24]([NH2:27])(=[O:25])=[O:26])=[CH:20][CH:19]=2)[N:17]=1. The yield is 0.560. (2) The reactants are Cl.[NH2:2][C:3]1[C:4]2[C:14]([O:15][CH2:16][C:17]([NH2:20])([CH3:19])[CH3:18])=[CH:13][CH:12]=[CH:11][C:5]=2[NH:6][S:7](=[O:10])(=[O:9])[N:8]=1.[C:21]([C:23]1[CH:24]=[C:25]([CH:29]=[CH:30][N:31]=1)[C:26](O)=[O:27])#[N:22]. No catalyst specified. The product is [NH2:2][C:3]1[C:4]2[C:14]([O:15][CH2:16][C:17]([NH:20][C:26](=[O:27])[C:25]3[CH:29]=[CH:30][N:31]=[C:23]([C:21]#[N:22])[CH:24]=3)([CH3:18])[CH3:19])=[CH:13][CH:12]=[CH:11][C:5]=2[NH:6][S:7](=[O:10])(=[O:9])[N:8]=1. The yield is 0.500. (3) The yield is 1.33. The catalyst is CO. The product is [F:1][C:2]1[CH:9]=[C:8]([N+:10]([O-:12])=[O:11])[CH:7]=[C:4]([CH2:5][NH:15][CH3:14])[C:3]=1[OH:13]. The reactants are [F:1][C:2]1[C:3]([OH:13])=[C:4]([CH:7]=[C:8]([N+:10]([O-:12])=[O:11])[CH:9]=1)[CH:5]=O.[CH3:14][NH2:15].[BH4-].[Na+]. (4) The reactants are [CH3:1][O:2][CH2:3][N:4]1[C:12]2[C:7](=[CH:8][C:9]([C:13]([O:15]C)=[O:14])=[CH:10][CH:11]=2)[CH:6]=[N:5]1.[OH-].[Na+].Cl. The catalyst is CO.O. The product is [CH3:1][O:2][CH2:3][N:4]1[C:12]2[C:7](=[CH:8][C:9]([C:13]([OH:15])=[O:14])=[CH:10][CH:11]=2)[CH:6]=[N:5]1. The yield is 0.700. (5) The reactants are C([C:4]1[C:13]([N+:14]([O-:16])=[O:15])=[CH:12][CH:11]=[CH:10][C:5]=1[C:6]([O:8][CH3:9])=[O:7])(O)=O.C1(P(N=[N+]=[N-])(C2C=CC=CC=2)=[O:24])C=CC=CC=1.C([N:36]([CH2:39]C)CC)C.[C:41]([OH:45])([CH3:44])([CH3:43])[CH3:42]. The catalyst is CN(C=O)C. The product is [C:41]([O:45][C:39]([NH:36][C:4]1[C:13]([N+:14]([O-:16])=[O:15])=[CH:12][CH:11]=[CH:10][C:5]=1[C:6]([O:8][CH3:9])=[O:7])=[O:24])([CH3:44])([CH3:43])[CH3:42]. The yield is 0.700.